From a dataset of Reaction yield outcomes from USPTO patents with 853,638 reactions. Predict the reaction yield, written as a fraction of the theoretical maximum amount of product (1.0 means a 100% yield; for example, 0.34 means a 34% yield). (1) The reactants are [F:1][C:2]1[CH:7]=[C:6]([F:8])[C:5]([F:9])=[CH:4][C:3]=1[S:10]([OH:12])=[O:11].IC.[CH2:15](N(C(C)C)C(C)C)C. The yield is 0.708. The product is [F:9][C:5]1[CH:4]=[C:3]([S:10]([CH3:15])(=[O:12])=[O:11])[C:2]([F:1])=[CH:7][C:6]=1[F:8]. The catalyst is CN(C=O)C. (2) The reactants are Br[C:2]1[CH:7]=[CH:6][C:5]([CH3:8])=[C:4]([N+:9]([O-:11])=[O:10])[CH:3]=1.[CH3:12][C:13]1[CH:14]=[N:15][NH:16][CH:17]=1.C([O-])([O-])=O.[Cs+].[Cs+].C(=NO)C1C(=CC=CC=1)O. The catalyst is ClCCl.C(#N)C. The yield is 0.600. The product is [CH3:12][C:13]1[CH:14]=[N:15][N:16]([C:2]2[CH:7]=[CH:6][C:5]([CH3:8])=[C:4]([N+:9]([O-:11])=[O:10])[CH:3]=2)[CH:17]=1. (3) The reactants are Br[C:2]1[CH:17]=[CH:16][C:5]([O:6][CH2:7][CH2:8][N:9]2[CH2:14][CH2:13][N:12]([CH3:15])[CH2:11][CH2:10]2)=[CH:4][CH:3]=1.Br[C:19]1[CH:20]=[C:21]2[C:27]([C:28]([O:30][CH3:31])=[O:29])=[CH:26][NH:25][C:22]2=[N:23][CH:24]=1. No catalyst specified. The product is [CH3:15][N:12]1[CH2:13][CH2:14][N:9]([CH2:8][CH2:7][O:6][C:5]2[CH:16]=[CH:17][C:2]([C:19]3[CH:20]=[C:21]4[C:27]([C:28]([O:30][CH3:31])=[O:29])=[CH:26][NH:25][C:22]4=[N:23][CH:24]=3)=[CH:3][CH:4]=2)[CH2:10][CH2:11]1. The yield is 0.560. (4) The reactants are [CH3:1][N:2]([CH3:25])[CH2:3][C:4]#[C:5][C:6]1[CH:7]=[C:8]2[C:12](=[CH:13][CH:14]=1)[C:11](=[C:15]1[C:23]3[C:18](=[CH:19][CH:20]=[CH:21][CH:22]=3)[NH:17][C:16]1=[O:24])[O:10][CH2:9]2.[H][H]. The catalyst is [Pd].CO. The product is [CH3:25][N:2]([CH3:1])[CH2:3][CH2:4][CH2:5][C:6]1[CH:7]=[C:8]2[C:12](=[CH:13][CH:14]=1)[C:11](=[C:15]1[C:23]3[C:18](=[CH:19][CH:20]=[CH:21][CH:22]=3)[NH:17][C:16]1=[O:24])[O:10][CH2:9]2. The yield is 0.230. (5) The reactants are [Cl:1][C:2]1[CH:7]=[C:6]([Cl:8])[CH:5]=[CH:4][C:3]=1[C:9]1[N:10]=[C:11](/[CH:18]=[CH:19]/[C:20]2[CH:25]=[CH:24][C:23]([C:26]3[CH:31]=[CH:30][C:29]([O:32][CH3:33])=[CH:28][CH:27]=3)=[CH:22][CH:21]=2)[N:12]([CH2:14][C:15]([OH:17])=O)[CH:13]=1.[CH2:34]([NH2:36])[CH3:35].C1(O)C=CC=CC=1.BrC[CH2:46][CH2:47][C:48]([O:50]C)=[O:49]. No catalyst specified. The product is [Cl:1][C:2]1[CH:7]=[C:6]([Cl:8])[CH:5]=[CH:4][C:3]=1[C:9]1[N:10]=[C:11](/[CH:18]=[CH:19]/[C:20]2[CH:25]=[CH:24][C:23]([C:26]3[CH:31]=[CH:30][C:29]([O:32][CH2:33][CH2:46][CH2:47][C:48]([OH:50])=[O:49])=[CH:28][CH:27]=3)=[CH:22][CH:21]=2)[N:12]([CH2:14][C:15](=[O:17])[NH:36][CH2:34][CH3:35])[CH:13]=1. The yield is 0.260. (6) The reactants are C(NC(C)C)(C)C.C([Li])CCC.Cl[CH2:14][CH2:15][CH2:16][CH2:17][C:18]#[C:19][Si:20]([CH3:23])([CH3:22])[CH3:21]. The catalyst is C1COCC1. The product is [CH:17]1([C:18]#[C:19][Si:20]([CH3:23])([CH3:22])[CH3:21])[CH2:16][CH2:15][CH2:14]1. The yield is 0.700.